Dataset: Full USPTO retrosynthesis dataset with 1.9M reactions from patents (1976-2016). Task: Predict the reactants needed to synthesize the given product. (1) The reactants are: [CH3:1][O-].[Na+].[N:4]#[C:5][NH2:6].[Cl:7][C:8]1[CH:13]=[C:12]([N:14]=[C:15]=[S:16])[CH:11]=[C:10]([Cl:17])[C:9]=1[C:18]1[CH:23]=[CH:22][CH:21]=[CH:20][CH:19]=1.CI. Given the product [C:5](/[N:6]=[C:15](\[S:16][CH3:1])/[NH:14][C:12]1[CH:13]=[C:8]([Cl:7])[C:9]([C:18]2[CH:19]=[CH:20][CH:21]=[CH:22][CH:23]=2)=[C:10]([Cl:17])[CH:11]=1)#[N:4], predict the reactants needed to synthesize it. (2) Given the product [Br:33][CH2:2][CH:3]1[CH2:8][CH2:7][N:6]([C:9](=[O:13])[S:10][CH2:11][CH3:12])[CH2:5][CH2:4]1, predict the reactants needed to synthesize it. The reactants are: O[CH2:2][CH:3]1[CH2:8][CH2:7][N:6]([C:9](=[O:13])[S:10][CH2:11][CH3:12])[CH2:5][CH2:4]1.C1(P(C2C=CC=CC=2)C2C=CC=CC=2)C=CC=CC=1.[Br:33]N1C(=O)CCC1=O.